From a dataset of Reaction yield outcomes from USPTO patents with 853,638 reactions. Predict the reaction yield, written as a fraction of the theoretical maximum amount of product (1.0 means a 100% yield; for example, 0.34 means a 34% yield). (1) No catalyst specified. The product is [C:15]1([N:13]2[C:12](=[O:21])[C:6]3=[CH:7][NH:8][C:9]4[CH:10]=[CH:11][C:2]([N:22]5[CH2:27][CH2:26][NH:25][CH2:24][CH2:23]5)=[N:3][C:4]=4[C:5]3=[N:14]2)[CH:20]=[CH:19][CH:18]=[CH:17][CH:16]=1. The yield is 0.840. The reactants are F[C:2]1[CH:11]=[CH:10][C:9]2[NH:8][CH:7]=[C:6]3[C:12](=[O:21])[N:13]([C:15]4[CH:20]=[CH:19][CH:18]=[CH:17][CH:16]=4)[N:14]=[C:5]3[C:4]=2[N:3]=1.[NH:22]1[CH2:27][CH2:26][NH:25][CH2:24][CH2:23]1. (2) The reactants are [CH2:1]([O:3][CH2:4][CH2:5]Br)[CH3:2].[OH:7][C:8]1[CH:9]=[C:10]([CH:13]=[CH:14][C:15]=1[OH:16])[CH:11]=[O:12].C(=O)([O-])[O-].[Na+].[Na+].CN(C)C=O. The product is [CH2:1]([O:3][CH2:4][CH2:5][O:16][C:15]1[CH:14]=[CH:13][C:10]([CH:11]=[O:12])=[CH:9][C:8]=1[OH:7])[CH3:2]. The yield is 0.280. The catalyst is Cl.C(OCC)(=O)C.O.